Dataset: Full USPTO retrosynthesis dataset with 1.9M reactions from patents (1976-2016). Task: Predict the reactants needed to synthesize the given product. (1) Given the product [CH2:1]([O:8][C:9]1[CH:10]=[CH:11][C:12]2[C:13]3[N:22]([CH2:23][CH2:24][O:25][C:26]4[CH:31]=[CH:30][CH:29]=[CH:28][CH:27]=4)[C:21]([CH2:32][CH2:33][CH2:34][CH3:35])=[N:20][C:14]=3[C:15]([NH2:40])=[N:16][C:17]=2[CH:18]=1)[C:2]1[CH:7]=[CH:6][CH:5]=[CH:4][CH:3]=1, predict the reactants needed to synthesize it. The reactants are: [CH2:1]([O:8][C:9]1[CH:10]=[CH:11][C:12]2[C:13]3[N:22]([CH2:23][CH2:24][O:25][C:26]4[CH:31]=[CH:30][CH:29]=[CH:28][CH:27]=4)[C:21]([CH2:32][CH2:33][CH2:34][CH3:35])=[N:20][C:14]=3[CH:15]=[N+:16]([O-])[C:17]=2[CH:18]=1)[C:2]1[CH:7]=[CH:6][CH:5]=[CH:4][CH:3]=1.ClC(Cl)(Cl)C([N:40]=C=O)=O.C[O-].[Na+]. (2) Given the product [CH2:1]([O:8][C:9]1[CH:10]=[C:11]([NH2:28])[C:12]([NH:13][CH2:14][C:15]2[CH:25]=[CH:24][C:18]3[N:19]=[C:20]([S:22][CH3:23])[S:21][C:17]=3[CH:16]=2)=[CH:26][CH:27]=1)[C:2]1[CH:3]=[CH:4][CH:5]=[CH:6][CH:7]=1, predict the reactants needed to synthesize it. The reactants are: [CH2:1]([O:8][C:9]1[CH:27]=[CH:26][C:12]([NH:13][CH2:14][C:15]2[CH:25]=[CH:24][C:18]3[N:19]=[C:20]([S:22][CH3:23])[S:21][C:17]=3[CH:16]=2)=[C:11]([N+:28]([O-])=O)[CH:10]=1)[C:2]1[CH:7]=[CH:6][CH:5]=[CH:4][CH:3]=1.CC(O)=O.CO.